Dataset: Full USPTO retrosynthesis dataset with 1.9M reactions from patents (1976-2016). Task: Predict the reactants needed to synthesize the given product. (1) Given the product [C:1]([O:5][CH2:6][CH2:7][CH2:8][CH2:9][CH2:10][CH:11]([CH3:13])[CH3:12])(=[O:4])[CH:2]=[CH2:3].[C:14]([NH2:18])(=[O:17])[CH:15]=[CH2:16].[C:19]([O:22][CH:23]=[CH2:24])(=[O:21])[CH3:20], predict the reactants needed to synthesize it. The reactants are: [C:1]([O:5][CH2:6][CH2:7][CH2:8][CH2:9][CH2:10][CH:11]([CH3:13])[CH3:12])(=[O:4])[CH:2]=[CH2:3].[C:14]([NH2:18])(=[O:17])[CH:15]=[CH2:16].[C:19]([O:22][CH:23]=[CH2:24])(=[O:21])[CH3:20].N(C(C)(CC(C)C)C#N)=NC(C)(CC(C)C)C#N. (2) Given the product [C:40]([C:38]1[CH:39]=[C:34]([NH:33][C:13]([C:12]2[N:8]([CH3:7])[N:9]=[C:10]([C:20]([F:26])([F:25])[C:21]([F:24])([F:22])[F:23])[C:11]=2[C:16]([F:18])([F:17])[F:19])=[O:15])[CH:35]=[CH:36][C:37]=1[Cl:43])(=[O:42])[CH3:41], predict the reactants needed to synthesize it. The reactants are: C(Cl)(=O)C(Cl)=O.[CH3:7][N:8]1[C:12]([C:13]([OH:15])=O)=[C:11]([C:16]([F:19])([F:18])[F:17])[C:10]([C:20]([F:26])([F:25])[C:21]([F:24])([F:23])[F:22])=[N:9]1.N1C=CC=CC=1.[NH2:33][C:34]1[CH:35]=[CH:36][C:37]([Cl:43])=[C:38]([C:40](=[O:42])[CH3:41])[CH:39]=1.Cl. (3) Given the product [CH2:1]([N:8]1[C@@H:13]2[CH:14]([C:16]([O:18][C:19]([CH3:22])([CH3:21])[CH3:20])=[O:17])[CH2:15][C@@:9]1([C:24]1[CH:25]=[CH:26][CH:27]=[CH:28][CH:29]=1)[C:10](=[O:23])[CH2:11][CH2:12]2)[C:2]1[CH:3]=[CH:4][CH:5]=[CH:6][CH:7]=1, predict the reactants needed to synthesize it. The reactants are: [CH2:1]([N:8]1[C@@H:13]2[CH:14]([C:16]([O:18][C:19]([CH3:22])([CH3:21])[CH3:20])=[O:17])[CH2:15][C@@:9]1([C:24]1[CH:29]=[CH:28][CH:27]=[CH:26][CH:25]=1)[C:10](=[O:23])[CH:11]=[CH:12]2)[C:2]1[CH:7]=[CH:6][CH:5]=[CH:4][CH:3]=1.C(OCC)(=O)C.CO. (4) Given the product [NH2:17][C:4]1[N:5]=[C:6]([N:8]2[C:16]3[C:11](=[CH:12][CH:13]=[CH:14][CH:15]=3)[CH2:10][CH2:9]2)[N:7]=[C:2]([C:18]#[N:19])[N:3]=1, predict the reactants needed to synthesize it. The reactants are: Cl[C:2]1[N:7]=[C:6]([N:8]2[C:16]3[C:11](=[CH:12][CH:13]=[CH:14][CH:15]=3)[CH2:10][CH2:9]2)[N:5]=[C:4]([NH2:17])[N:3]=1.[C-:18]#[N:19].[K+].C1OCCOCCOCCOCCOCCOC1. (5) Given the product [Br-:68].[Cl:8][C:4]1[CH:5]=[CH:6][CH:7]=[C:2]([Cl:1])[C:3]=1[C:9]1[C:25](=[O:26])[N:24]([CH3:27])[C:12]2[N:13]=[C:14]([NH:17][C:18]3[CH:23]=[CH:22][N+:21]([CH2:28][C:72]4[N:71]([CH3:78])[CH:70]=[N:74][C:73]=4[N+:75]([O-:77])=[O:76])=[CH:20][CH:19]=3)[N:15]=[CH:16][C:11]=2[CH:10]=1, predict the reactants needed to synthesize it. The reactants are: [Cl:1][C:2]1[CH:7]=[CH:6][CH:5]=[C:4]([Cl:8])[C:3]=1[C:9]1[C:25](=[O:26])[N:24]([CH3:27])[C:12]2[N:13]=[C:14]([NH:17][C:18]3[CH:23]=[CH:22][N:21]=[CH:20][CH:19]=3)[N:15]=[CH:16][C:11]=2[CH:10]=1.[CH3:28]CN(CCOC1C=CC(NC2N=C3C(C=C(C4C(Cl)=CC=CC=4Cl)C(N3C)=O)=CN=2)=CC=1)CC.C1COCC1.[Br:68]C[C:70]1[N:71]([CH3:78])[CH:72]=[C:73]([N+:75]([O-:77])=[O:76])[N:74]=1. (6) The reactants are: Cl[C:2]1[N:7]=[CH:6][N:5]=[C:4]([O:8][C:9]2[CH:10]=[C:11]3[C:16](=[CH:17][CH:18]=2)[N:15]=[CH:14][CH:13]=[CH:12]3)[CH:3]=1.[N-:19]=[N+:20]=[N-:21].[Na+]. Given the product [N:19]([C:2]1[N:7]=[CH:6][N:5]=[C:4]([O:8][C:9]2[CH:10]=[C:11]3[C:16](=[CH:17][CH:18]=2)[N:15]=[CH:14][CH:13]=[CH:12]3)[CH:3]=1)=[N+:20]=[N-:21], predict the reactants needed to synthesize it. (7) The reactants are: [CH2:1]([C@@H:8]1[CH2:12][O:11][C:10](=[O:13])[NH:9]1)[C:2]1[CH:7]=[CH:6][CH:5]=[CH:4][CH:3]=1.C[Si]([N-][Si](C)(C)C)(C)C.[Li+].[Cl:24][C:25]1[CH:30]=[CH:29][C:28](/[CH:31]=[CH:32]/[C:33](Cl)=[O:34])=[CH:27][C:26]=1[F:36].C(=O)(O)[O-].[Na+]. Given the product [CH2:1]([C@@H:8]1[CH2:12][O:11][C:10](=[O:13])[N:9]1[C:33](=[O:34])/[CH:32]=[CH:31]/[C:28]1[CH:29]=[CH:30][C:25]([Cl:24])=[C:26]([F:36])[CH:27]=1)[C:2]1[CH:3]=[CH:4][CH:5]=[CH:6][CH:7]=1, predict the reactants needed to synthesize it. (8) Given the product [C:1]([C:3]1[CH:4]=[C:5]2[C:10](=[CH:11][CH:12]=1)[CH:9]=[N:8][CH:7]=[C:6]2[CH2:13][C:14]1[NH:26][C:27]2[C:28](=[O:40])[N:29]([CH3:39])[C:30](=[O:38])[N:31]([CH2:34][CH:35]([CH3:37])[CH3:36])[C:32]=2[N:33]=1)#[CH:2], predict the reactants needed to synthesize it. The reactants are: [C:1]([C:3]1[CH:4]=[C:5]2[C:10](=[CH:11][CH:12]=1)[CH:9]=[N:8][CH:7]=[C:6]2[CH2:13][C:14](O)=O)#[CH:2].CCN(C(C)C)C(C)C.[NH2:26][C:27]1[C:28](=[O:40])[N:29]([CH3:39])[C:30](=[O:38])[N:31]([CH2:34][CH:35]([CH3:37])[CH3:36])[C:32]=1[NH2:33].